From a dataset of Full USPTO retrosynthesis dataset with 1.9M reactions from patents (1976-2016). Predict the reactants needed to synthesize the given product. (1) Given the product [C:1]([C:3]1[CH:27]=[CH:26][C:6]([O:7][CH2:8][C:9]([OH:25])([CH3:24])[C:10]([NH:12][C:13]2[CH:18]=[CH:17][C:16]([N+:19]([O-:21])=[O:20])=[C:15]([CH:22]=[O:23])[CH:14]=2)=[O:11])=[CH:5][C:4]=1[F:28])#[N:2], predict the reactants needed to synthesize it. The reactants are: [C:1]([C:3]1[CH:27]=[CH:26][C:6]([O:7][CH2:8][C:9]([OH:25])([CH3:24])[C:10]([NH:12][C:13]2[CH:18]=[CH:17][C:16]([N+:19]([O-:21])=[O:20])=[C:15]([CH2:22][OH:23])[CH:14]=2)=[O:11])=[CH:5][C:4]=1[F:28])#[N:2]. (2) Given the product [CH:33]1([C:30]2[CH:29]=[CH:28][C:27]([C@@H:25]3[CH2:26][C@H:24]3[NH:16][CH:13]3[CH2:14][CH2:15][CH:10]([NH2:9])[CH2:11][CH2:12]3)=[CH:32][CH:31]=2)[CH2:35][CH2:34]1, predict the reactants needed to synthesize it. The reactants are: Cl.C(OC([NH:9][CH:10]1[CH2:15][CH2:14][CH:13]([N:16]([C@@H:24]2[CH2:26][C@H:25]2[C:27]2[CH:32]=[CH:31][C:30]([CH:33]3[CH2:35][CH2:34]3)=[CH:29][CH:28]=2)C(=O)OC(C)(C)C)[CH2:12][CH2:11]1)=O)(C)(C)C. (3) Given the product [CH3:1][NH:2][C:3]([NH:8][CH2:9][CH2:10][S:11][CH2:12][C:13]1[O:17][C:16]([CH2:18][N:19]([CH3:20])[CH3:21])=[CH:15][CH:14]=1)=[CH:4][N+:5]([O-:7])=[O:6].[ClH:22], predict the reactants needed to synthesize it. The reactants are: [CH3:1][NH:2]/[C:3](/[NH:8][CH2:9][CH2:10][S:11][CH2:12][C:13]1[O:17][C:16]([CH2:18][N:19]([CH3:21])[CH3:20])=[CH:15][CH:14]=1)=[CH:4]\[N+:5]([O-:7])=[O:6].[ClH:22]. (4) Given the product [F:1][C:2]1[C:3]([O:25][CH3:26])=[CH:4][C:5]([CH3:24])=[C:6]([C:8]2[CH:13]=[CH:12][N:11]=[C:10]([NH:14][C@@H:15]([CH2:18][O:19][CH3:20])[CH2:16][CH3:17])[C:9]=2[NH2:21])[CH:7]=1, predict the reactants needed to synthesize it. The reactants are: [F:1][C:2]1[C:3]([O:25][CH3:26])=[CH:4][C:5]([CH3:24])=[C:6]([C:8]2[CH:13]=[CH:12][N:11]=[C:10]([NH:14][C@@H:15]([CH2:18][O:19][CH3:20])[CH2:16][CH3:17])[C:9]=2[N+:21]([O-])=O)[CH:7]=1.[O-]S(S([O-])=O)=O.[Na+].[Na+]. (5) Given the product [CH2:1]([O:3][C:4]([C:6]1([C:9]2[CH:10]=[CH:11][C:12]([C:15]3[CH:16]=[CH:17][C:18]([C:21]4[S:22][C:23]([Cl:29])=[CH:24][C:25]=4[NH:40][C:45]([O:39][C@@H:37]([C:32]4[CH:33]=[CH:34][CH:35]=[CH:36][C:31]=4[Cl:30])[CH3:38])=[O:49])=[CH:19][CH:20]=3)=[CH:13][CH:14]=2)[CH2:8][CH2:7]1)=[O:5])[CH3:2], predict the reactants needed to synthesize it. The reactants are: [CH2:1]([O:3][C:4]([C:6]1([C:9]2[CH:14]=[CH:13][C:12]([C:15]3[CH:20]=[CH:19][C:18]([C:21]4[S:22][C:23]([Cl:29])=[CH:24][C:25]=4C(=O)N)=[CH:17][CH:16]=3)=[CH:11][CH:10]=2)[CH2:8][CH2:7]1)=[O:5])[CH3:2].[Cl:30][C:31]1[CH:36]=[CH:35][CH:34]=[CH:33][C:32]=1[C@H:37]([OH:39])[CH3:38].[N:40]1[CH:45]=CC=CC=1.FC(F)(F)C(OI(C1C=CC=CC=1)OC(=O)C(F)(F)F)=[O:49]. (6) Given the product [ClH:1].[Cl:1][C:2]1[CH:7]=[C:6]([CH2:8][Cl:12])[CH:5]=[CH:4][N:3]=1, predict the reactants needed to synthesize it. The reactants are: [Cl:1][C:2]1[CH:7]=[C:6]([CH2:8]O)[CH:5]=[CH:4][N:3]=1.S(Cl)([Cl:12])=O. (7) Given the product [CH:1]1([C:4]2[C:5]([C:10]([OH:12])=[O:11])=[N:6][CH:7]=[CH:8][CH:9]=2)[CH2:2][CH2:3]1, predict the reactants needed to synthesize it. The reactants are: [CH:1]1([C:4]2[C:5]([C:10]([O:12]C)=[O:11])=[N:6][CH:7]=[CH:8][CH:9]=2)[CH2:3][CH2:2]1.[OH-].[Li+].Cl. (8) Given the product [CH3:1][N:3]([CH3:4])[C:26]([C:23]1[N:22]=[C:21]([C:16]2[CH:17]=[N:18][CH:19]=[CH:20][C:15]=2[C:14]([F:13])([F:30])[F:29])[O:25][N:24]=1)=[O:28], predict the reactants needed to synthesize it. The reactants are: [C:1](N1C=CN=C1)([N:3]1C=CN=[CH:4]1)=O.[F:13][C:14]([F:30])([F:29])[C:15]1[CH:20]=[CH:19][N:18]=[CH:17][C:16]=1[C:21]1[O:25][N:24]=[C:23]([C:26]([OH:28])=O)[N:22]=1.CNC. (9) The reactants are: [C:1]([C:3]1[CH:4]=[C:5]([C:8]23[CH2:16][N:15]([C:17]4[N:22]=[CH:21][C:20]([F:23])=[CH:19][N:18]=4)[CH2:14][CH:13]2[CH2:12][S:11][C:10]([NH:24]C(=O)C2C=CC=CC=2)=[N:9]3)[S:6][CH:7]=1)#[N:2].N1C=CC=CC=1.Cl.CON. Given the product [NH2:24][C:10]1[S:11][CH2:12][C@@H:13]2[CH2:14][N:15]([C:17]3[N:22]=[CH:21][C:20]([F:23])=[CH:19][N:18]=3)[CH2:16][C@:8]2([C:5]2[S:6][CH:7]=[C:3]([C:1]#[N:2])[CH:4]=2)[N:9]=1, predict the reactants needed to synthesize it.